This data is from Reaction yield outcomes from USPTO patents with 853,638 reactions. The task is: Predict the reaction yield, written as a fraction of the theoretical maximum amount of product (1.0 means a 100% yield; for example, 0.34 means a 34% yield). (1) The reactants are [CH3:1][I:2].[C:3]12([CH2:13][CH2:14][N:15]([CH2:28][CH2:29][CH2:30][CH2:31][CH3:32])[C:16]([NH:18][CH2:19][CH2:20][CH2:21][C:22]3[CH:27]=[CH:26][N:25]=[CH:24][CH:23]=3)=[O:17])[CH2:12][CH:7]3[CH2:8][CH:9]([CH2:11][CH:5]([CH2:6]3)[CH2:4]1)[CH2:10]2. The catalyst is CC(C)=O. The product is [I-:2].[C:3]12([CH2:13][CH2:14][N:15]([CH2:28][CH2:29][CH2:30][CH2:31][CH3:32])[C:16](=[O:17])[NH:18][CH2:19][CH2:20][CH2:21][C:22]3[CH:23]=[CH:24][N+:25]([CH3:1])=[CH:26][CH:27]=3)[CH2:4][CH:5]3[CH2:6][CH:7]([CH2:8][CH:9]([CH2:11]3)[CH2:10]1)[CH2:12]2. The yield is 0.960. (2) The reactants are CC1(C)CCCC(C)(C)N1.C([Li])CCC.[C:16]([O:20][C:21]1[CH:26]=[N:25][CH:24]=[CH:23][N:22]=1)([CH3:19])([CH3:18])[CH3:17].CN(C)[CH:29]=[O:30]. The catalyst is O1CCCC1.C(OCC)(=O)C.O. The product is [C:16]([O:20][C:21]1[C:26]([CH:29]=[O:30])=[N:25][CH:24]=[CH:23][N:22]=1)([CH3:19])([CH3:17])[CH3:18]. The yield is 0.450. (3) The reactants are [OH:1][C:2]1[CH:3]=[C:4]([CH2:9][C:10]#[N:11])[CH:5]=[CH:6][C:7]=1[OH:8].CO[C:14](OC)([CH3:16])[CH3:15].CC1C=CC(S(O)(=O)=O)=CC=1. The catalyst is C1(C)C=CC=CC=1. The product is [CH3:15][C:14]1([CH3:16])[O:8][C:7]2[CH:6]=[CH:5][C:4]([CH2:9][C:10]#[N:11])=[CH:3][C:2]=2[O:1]1. The yield is 0.200. (4) The reactants are [CH:1]1([CH:7]([OH:38])[CH2:8][N:9]2[C:14](=[O:15])[C:13]([CH2:16][C:17]3[CH:22]=[CH:21][C:20]([C:23]4[C:24]([C:29]#[N:30])=[CH:25][CH:26]=[CH:27][CH:28]=4)=[CH:19][CH:18]=3)=[C:12]([CH2:31][CH2:32][CH3:33])[N:11]3[N:34]=[C:35]([CH3:37])[N:36]=[C:10]23)[CH2:6][CH2:5][CH2:4][CH2:3][CH2:2]1.N1C(C)=CC=CC=1C.FC(F)(F)S(O[Si:53]([C:56]([CH3:59])([CH3:58])[CH3:57])([CH3:55])[CH3:54])(=O)=O. The catalyst is O1CCCC1.C(OCC)(=O)C. The product is [Si:53]([O:38][CH:7]([CH:1]1[CH2:6][CH2:5][CH2:4][CH2:3][CH2:2]1)[CH2:8][N:9]1[C:14](=[O:15])[C:13]([CH2:16][C:17]2[CH:22]=[CH:21][C:20]([C:23]3[C:24]([C:29]#[N:30])=[CH:25][CH:26]=[CH:27][CH:28]=3)=[CH:19][CH:18]=2)=[C:12]([CH2:31][CH2:32][CH3:33])[N:11]2[N:34]=[C:35]([CH3:37])[N:36]=[C:10]12)([C:56]([CH3:59])([CH3:58])[CH3:57])([CH3:55])[CH3:54]. The yield is 0.750. (5) The product is [CH3:1][N:2]([CH3:32])[C:3]([C:5]1[N:26]([CH:27]2[CH2:31][CH2:30][CH2:29][CH2:28]2)[C:8]2[N:9]=[C:10]([NH:13][C:14]3[CH:19]=[CH:18][C:17]([N:20]4[CH2:21][CH2:22][N:23]([CH2:34][CH2:35][CH2:36][CH:37]([CH3:39])[CH3:38])[CH2:24][CH2:25]4)=[CH:16][N:15]=3)[N:11]=[CH:12][C:7]=2[CH:6]=1)=[O:4]. No catalyst specified. The reactants are [CH3:1][N:2]([CH3:32])[C:3]([C:5]1[N:26]([CH:27]2[CH2:31][CH2:30][CH2:29][CH2:28]2)[C:8]2[N:9]=[C:10]([NH:13][C:14]3[CH:19]=[CH:18][C:17]([N:20]4[CH2:25][CH2:24][NH:23][CH2:22][CH2:21]4)=[CH:16][N:15]=3)[N:11]=[CH:12][C:7]=2[CH:6]=1)=[O:4].Br[CH2:34][CH2:35][CH2:36][CH:37]([CH3:39])[CH3:38]. The yield is 0.420. (6) The reactants are [Cl-].[C:2]([C:4]1[C:16]([N+:17]([O-:19])=[O:18])=[CH:15][CH:14]=[CH:13][C:5]=1[O:6][CH2:7][C@H:8]1[CH2:12][CH2:11][CH2:10][NH2+:9]1)#[N:3].[CH2:20]([N:23]=[C:24]=[O:25])[CH2:21][CH3:22]. No catalyst specified. The product is [C:2]([C:4]1[C:16]([N+:17]([O-:19])=[O:18])=[CH:15][CH:14]=[CH:13][C:5]=1[O:6][CH2:7][C@H:8]1[CH2:12][CH2:11][CH2:10][N:9]1[C:24]([NH:23][CH2:20][CH2:21][CH3:22])=[O:25])#[N:3]. The yield is 1.00.